From a dataset of NCI-60 drug combinations with 297,098 pairs across 59 cell lines. Regression. Given two drug SMILES strings and cell line genomic features, predict the synergy score measuring deviation from expected non-interaction effect. (1) Drug 1: C1=NC2=C(N1)C(=S)N=C(N2)N. Drug 2: CC1=CC=C(C=C1)C2=CC(=NN2C3=CC=C(C=C3)S(=O)(=O)N)C(F)(F)F. Cell line: CAKI-1. Synergy scores: CSS=48.9, Synergy_ZIP=0.250, Synergy_Bliss=0.355, Synergy_Loewe=-16.2, Synergy_HSA=2.01. (2) Drug 1: CN(C)C1=NC(=NC(=N1)N(C)C)N(C)C. Drug 2: CN1C2=C(C=C(C=C2)N(CCCl)CCCl)N=C1CCCC(=O)O.Cl. Cell line: K-562. Synergy scores: CSS=6.25, Synergy_ZIP=2.36, Synergy_Bliss=4.94, Synergy_Loewe=-3.55, Synergy_HSA=0.201. (3) Drug 1: CC1OCC2C(O1)C(C(C(O2)OC3C4COC(=O)C4C(C5=CC6=C(C=C35)OCO6)C7=CC(=C(C(=C7)OC)O)OC)O)O. Drug 2: CC1=C(C(=O)C2=C(C1=O)N3CC4C(C3(C2COC(=O)N)OC)N4)N. Cell line: HCC-2998. Synergy scores: CSS=20.8, Synergy_ZIP=-11.8, Synergy_Bliss=-13.6, Synergy_Loewe=-7.88, Synergy_HSA=-6.25. (4) Drug 1: CS(=O)(=O)C1=CC(=C(C=C1)C(=O)NC2=CC(=C(C=C2)Cl)C3=CC=CC=N3)Cl. Drug 2: CC1=C(C(=CC=C1)Cl)NC(=O)C2=CN=C(S2)NC3=CC(=NC(=N3)C)N4CCN(CC4)CCO. Cell line: A498. Synergy scores: CSS=8.80, Synergy_ZIP=-0.546, Synergy_Bliss=3.31, Synergy_Loewe=1.44, Synergy_HSA=3.79. (5) Drug 1: CC1C(C(=O)NC(C(=O)N2CCCC2C(=O)N(CC(=O)N(C(C(=O)O1)C(C)C)C)C)C(C)C)NC(=O)C3=C4C(=C(C=C3)C)OC5=C(C(=O)C(=C(C5=N4)C(=O)NC6C(OC(=O)C(N(C(=O)CN(C(=O)C7CCCN7C(=O)C(NC6=O)C(C)C)C)C)C(C)C)C)N)C. Drug 2: C1C(C(OC1N2C=NC(=NC2=O)N)CO)O. Cell line: OVCAR-8. Synergy scores: CSS=17.3, Synergy_ZIP=-10.5, Synergy_Bliss=-2.83, Synergy_Loewe=-0.966, Synergy_HSA=0.619. (6) Drug 1: CN1C2=C(C=C(C=C2)N(CCCl)CCCl)N=C1CCCC(=O)O.Cl. Drug 2: C1CNP(=O)(OC1)N(CCCl)CCCl. Cell line: KM12. Synergy scores: CSS=-2.41, Synergy_ZIP=-0.855, Synergy_Bliss=-3.94, Synergy_Loewe=-2.38, Synergy_HSA=-5.58. (7) Drug 1: CC1=C2C(C(=O)C3(C(CC4C(C3C(C(C2(C)C)(CC1OC(=O)C(C(C5=CC=CC=C5)NC(=O)C6=CC=CC=C6)O)O)OC(=O)C7=CC=CC=C7)(CO4)OC(=O)C)O)C)OC(=O)C. Drug 2: C1=NC2=C(N1)C(=S)N=CN2. Cell line: MALME-3M. Synergy scores: CSS=21.9, Synergy_ZIP=-10.7, Synergy_Bliss=-5.02, Synergy_Loewe=-3.59, Synergy_HSA=-2.05.